Predict the reactants needed to synthesize the given product. From a dataset of Full USPTO retrosynthesis dataset with 1.9M reactions from patents (1976-2016). Given the product [Cl:1][C:2]1[CH:7]=[CH:6][C:5]([C@H:8]2[CH2:13][CH2:12][NH:11][C:10](=[N:17][NH2:18])[NH:9]2)=[CH:4][CH:3]=1, predict the reactants needed to synthesize it. The reactants are: [Cl:1][C:2]1[CH:7]=[CH:6][C:5]([C@H:8]2[CH2:13][CH2:12][NH:11][C:10](SC)=[N:9]2)=[CH:4][CH:3]=1.O.[NH2:17][NH2:18].